From a dataset of Forward reaction prediction with 1.9M reactions from USPTO patents (1976-2016). Predict the product of the given reaction. (1) The product is: [NH2:24][C:25]1[N:30]=[CH:29][C:28]([C:31]2[CH:32]=[N:33][N:34]([CH:36]([CH3:40])[C:37]([NH:65][CH2:64][CH2:63][CH2:62][N:61]([CH3:66])[CH3:60])=[O:39])[CH:35]=2)=[CH:27][C:26]=1[O:41][CH:42]([C:44]1[C:49]([Cl:50])=[CH:48][CH:47]=[C:46]([F:51])[C:45]=1[Cl:52])[CH3:43]. Given the reactants P(F)(F)(F)(F)F.N1(OC(N(C)C)=[N+](C)C)C2N=CC=CC=2N=N1.[NH2:24][C:25]1[N:30]=[CH:29][C:28]([C:31]2[CH:32]=[N:33][N:34]([CH:36]([CH3:40])[C:37]([OH:39])=O)[CH:35]=2)=[CH:27][C:26]=1[O:41][CH:42]([C:44]1[C:49]([Cl:50])=[CH:48][CH:47]=[C:46]([F:51])[C:45]=1[Cl:52])[CH3:43].C(N(CC)CC)C.[CH3:60][N:61]([CH3:66])[CH2:62][CH2:63][CH2:64][NH2:65], predict the reaction product. (2) Given the reactants [NH:1]([CH2:8][C:9]([O:11]CC)=O)[CH2:2][C:3]([O:5]CC)=O.[CH2:14]([NH2:17])[CH:15]=[CH2:16], predict the reaction product. The product is: [NH:1]([CH2:2][C:3]([NH:17][CH2:14][CH:15]=[CH2:16])=[O:5])[CH2:8][C:9]([NH:17][CH2:14][CH:15]=[CH2:16])=[O:11]. (3) Given the reactants [CH:1]1([CH2:6][C@H:7]([C:11]2[CH:16]=[CH:15][C:14]([S:17]([CH3:20])(=[O:19])=[O:18])=[C:13]([O:21][CH3:22])[CH:12]=2)[C:8](O)=[O:9])[CH2:5][CH2:4][CH2:3][CH2:2]1.C(Cl)(=O)C(Cl)=O.N1C(C)=CC=CC=1C.[C:37]([Si:41]([CH3:52])([CH3:51])[O:42][CH2:43][CH2:44][N:45]1[CH:49]=[CH:48][C:47]([NH2:50])=[N:46]1)([CH3:40])([CH3:39])[CH3:38], predict the reaction product. The product is: [C:37]([Si:41]([CH3:52])([CH3:51])[O:42][CH2:43][CH2:44][N:45]1[CH:49]=[CH:48][C:47]([NH:50][C:8](=[O:9])[C@@H:7]([C:11]2[CH:16]=[CH:15][C:14]([S:17]([CH3:20])(=[O:19])=[O:18])=[C:13]([O:21][CH3:22])[CH:12]=2)[CH2:6][CH:1]2[CH2:5][CH2:4][CH2:3][CH2:2]2)=[N:46]1)([CH3:40])([CH3:39])[CH3:38]. (4) Given the reactants Cl[CH2:2][C:3]([NH:5][CH2:6][C:7]1[CH:12]=[CH:11][C:10]([C:13]2[NH:30][C:16]3[N:17]=[CH:18][N:19]=[C:20]([NH:21][C@@H:22]([C:24]4[CH:29]=[CH:28][CH:27]=[CH:26][CH:25]=4)[CH3:23])[C:15]=3[CH:14]=2)=[CH:9][CH:8]=1)=[O:4].[NH:31]1[CH2:36][CH2:35][CH2:34][CH2:33][CH2:32]1, predict the reaction product. The product is: [C:24]1([C@H:22]([NH:21][C:20]2[C:15]3[CH:14]=[C:13]([C:10]4[CH:11]=[CH:12][C:7]([CH2:6][NH:5][C:3](=[O:4])[CH2:2][N:31]5[CH2:36][CH2:35][CH2:34][CH2:33][CH2:32]5)=[CH:8][CH:9]=4)[NH:30][C:16]=3[N:17]=[CH:18][N:19]=2)[CH3:23])[CH:29]=[CH:28][CH:27]=[CH:26][CH:25]=1.